Task: Regression. Given a peptide amino acid sequence and an MHC pseudo amino acid sequence, predict their binding affinity value. This is MHC class II binding data.. Dataset: Peptide-MHC class II binding affinity with 134,281 pairs from IEDB The peptide sequence is RNEWILESDHLIAEM. The MHC is DRB1_1101 with pseudo-sequence DRB1_1101. The binding affinity (normalized) is 0.410.